From a dataset of Forward reaction prediction with 1.9M reactions from USPTO patents (1976-2016). Predict the product of the given reaction. Given the reactants [CH:1]1([C@:4]2([OH:12])[CH2:8][CH2:7][NH:6][C@H:5]2[CH:9]([CH3:11])C)[CH2:3]C1.F[C:14]1[CH:21]=[CH:20][C:17]([C:18]#[N:19])=[C:16]([O:22][CH3:23])[CH:15]=1.C(=O)([O-])[O-].[Li+].[Li+], predict the reaction product. The product is: [CH2:9]([C@H:5]1[C@@:4]([CH2:1][CH3:3])([OH:12])[CH2:8][CH2:7][N:6]1[C:14]1[CH:21]=[CH:20][C:17]([C:18]#[N:19])=[C:16]([O:22][CH3:23])[CH:15]=1)[CH3:11].